From a dataset of NCI-60 drug combinations with 297,098 pairs across 59 cell lines. Regression. Given two drug SMILES strings and cell line genomic features, predict the synergy score measuring deviation from expected non-interaction effect. (1) Drug 1: C1CN(P(=O)(OC1)NCCCl)CCCl. Drug 2: COCCOC1=C(C=C2C(=C1)C(=NC=N2)NC3=CC=CC(=C3)C#C)OCCOC.Cl. Cell line: UACC62. Synergy scores: CSS=1.38, Synergy_ZIP=1.71, Synergy_Bliss=3.79, Synergy_Loewe=-1.32, Synergy_HSA=0.463. (2) Drug 1: C1=C(C(=O)NC(=O)N1)F. Drug 2: C1=CC=C(C=C1)NC(=O)CCCCCCC(=O)NO. Cell line: DU-145. Synergy scores: CSS=56.0, Synergy_ZIP=-1.15, Synergy_Bliss=-0.654, Synergy_Loewe=2.26, Synergy_HSA=5.07. (3) Drug 1: CC1=C2C(C(=O)C3(C(CC4C(C3C(C(C2(C)C)(CC1OC(=O)C(C(C5=CC=CC=C5)NC(=O)OC(C)(C)C)O)O)OC(=O)C6=CC=CC=C6)(CO4)OC(=O)C)OC)C)OC. Drug 2: CC1=C(C=C(C=C1)NC(=O)C2=CC=C(C=C2)CN3CCN(CC3)C)NC4=NC=CC(=N4)C5=CN=CC=C5. Cell line: DU-145. Synergy scores: CSS=50.2, Synergy_ZIP=8.87, Synergy_Bliss=7.08, Synergy_Loewe=-37.1, Synergy_HSA=4.36. (4) Drug 1: CS(=O)(=O)C1=CC(=C(C=C1)C(=O)NC2=CC(=C(C=C2)Cl)C3=CC=CC=N3)Cl. Drug 2: C1=NC2=C(N1)C(=S)N=CN2. Cell line: OVCAR-5. Synergy scores: CSS=12.8, Synergy_ZIP=-9.76, Synergy_Bliss=-12.0, Synergy_Loewe=-21.8, Synergy_HSA=-11.7.